Task: Regression. Given a peptide amino acid sequence and an MHC pseudo amino acid sequence, predict their binding affinity value. This is MHC class I binding data.. Dataset: Peptide-MHC class I binding affinity with 185,985 pairs from IEDB/IMGT The peptide sequence is YSRMLYIEF. The MHC is HLA-B45:06 with pseudo-sequence HLA-B45:06. The binding affinity (normalized) is 0.213.